From a dataset of Catalyst prediction with 721,799 reactions and 888 catalyst types from USPTO. Predict which catalyst facilitates the given reaction. (1) Reactant: [CH2:1]([O:8][C:9](Cl)=[O:10])[C:2]1[CH:7]=[CH:6][CH:5]=[CH:4][CH:3]=1.[CH3:12][CH:13]1[CH2:18][NH:17][CH2:16][CH2:15][NH:14]1.C(N(CC)C(C)C)(C)C.[C:28](O[C:28]([O:30][C:31]([CH3:34])([CH3:33])[CH3:32])=[O:29])([O:30][C:31]([CH3:34])([CH3:33])[CH3:32])=[O:29]. Product: [CH3:12][CH:13]1[CH2:18][N:17]([C:9]([O:8][CH2:1][C:2]2[CH:7]=[CH:6][CH:5]=[CH:4][CH:3]=2)=[O:10])[CH2:16][CH2:15][N:14]1[C:28]([O:30][C:31]([CH3:34])([CH3:33])[CH3:32])=[O:29]. The catalyst class is: 2. (2) Reactant: [C:1]([O:5][C:6]([NH:8][C:9]1[CH:10]=[CH:11][C:12]([C:15](OCC)=[O:16])=[N:13][CH:14]=1)=[O:7])([CH3:4])([CH3:3])[CH3:2].[H-].[H-].[H-].[H-].[Li+].[Al+3]. Product: [OH:16][CH2:15][C:12]1[N:13]=[CH:14][C:9]([NH:8][C:6](=[O:7])[O:5][C:1]([CH3:3])([CH3:2])[CH3:4])=[CH:10][CH:11]=1. The catalyst class is: 27.